From a dataset of Reaction yield outcomes from USPTO patents with 853,638 reactions. Predict the reaction yield, written as a fraction of the theoretical maximum amount of product (1.0 means a 100% yield; for example, 0.34 means a 34% yield). The reactants are [Br:1][C:2]1[CH:8]=[C:7]([C:9]([F:15])([F:14])[C:10]([F:13])([F:12])[F:11])[CH:6]=[C:5]([C:16]([F:19])([F:18])[F:17])[C:3]=1[NH2:4].[N+:20]([C:23]1[CH:24]=[C:25]([CH:29]=[CH:30][CH:31]=1)[C:26](Cl)=[O:27])([O-:22])=[O:21].O.C(OCC)(=O)C. The catalyst is N1C=CC=CC=1. The product is [Br:1][C:2]1[CH:8]=[C:7]([C:9]([F:14])([F:15])[C:10]([F:13])([F:12])[F:11])[CH:6]=[C:5]([C:16]([F:17])([F:18])[F:19])[C:3]=1[NH:4][C:26](=[O:27])[C:25]1[CH:29]=[CH:30][CH:31]=[C:23]([N+:20]([O-:22])=[O:21])[CH:24]=1. The yield is 0.0600.